This data is from Catalyst prediction with 721,799 reactions and 888 catalyst types from USPTO. The task is: Predict which catalyst facilitates the given reaction. Reactant: [NH:1]1[CH2:6][CH2:5][CH:4]([OH:7])[CH2:3][CH2:2]1.C(O)(=O)C.[C:12]1(=O)[CH2:16][CH2:15][CH2:14][CH2:13]1.[BH3-]C#N.[Na+]. Product: [CH:12]1([N:1]2[CH2:6][CH2:5][CH:4]([OH:7])[CH2:3][CH2:2]2)[CH2:16][CH2:15][CH2:14][CH2:13]1. The catalyst class is: 1.